This data is from CYP1A2 inhibition data for predicting drug metabolism from PubChem BioAssay. The task is: Regression/Classification. Given a drug SMILES string, predict its absorption, distribution, metabolism, or excretion properties. Task type varies by dataset: regression for continuous measurements (e.g., permeability, clearance, half-life) or binary classification for categorical outcomes (e.g., BBB penetration, CYP inhibition). Dataset: cyp1a2_veith. The drug is COc1ccc(C(=O)NN)cc1COc1ccc(Br)cc1. The result is 1 (inhibitor).